From a dataset of Experimentally validated miRNA-target interactions with 360,000+ pairs, plus equal number of negative samples. Binary Classification. Given a miRNA mature sequence and a target amino acid sequence, predict their likelihood of interaction. (1) The miRNA is mmu-miR-3095-3p with sequence UGGACACUGGAGAGAGAGCUUUU. The protein sequence of the target gene is MPAVDKLLLEEALQDSPQTRSLLSVFEEDAGTLTDYTNQLLQAMQRVYGAQNEMCLATQQLSKQLLAYEKQNFALGKGDEEVISTLHYFSKVVDELNLLHTELAKQLADTMVLPIIQFREKDLTEVSTLKDLFGLASNEHDLSMAKYSRLPKKKENEKVKTEVGKEVAAARRKQHLSSLQYYCALNALQYRKQMAMMEPMIGFAHGQINFFKKGAEMFSKRMDSFLSSVADMVQSIQVELEAEAEKMRVSQQELLSVDESVYTPDSDVAAPQINRNLIQKAGYLNLRNKTGLVTTTWERL.... Result: 0 (no interaction). (2) The miRNA is hsa-miR-6787-5p with sequence UGGCGGGGGUAGAGCUGGCUGC. The protein sequence of the target gene is MAAAGQAEECLPLPAAESSKTSLPTPPAVPAGKKPKKCLVYPHPPRSSRLSRSVLRWLQGLDLSFFPRNVTRDFSNGYLVAEIFCIYYPWDLRLSSFENGTSLKVKLDNWAQIEKFLAKKKFKLPKELIHGTIHCKAGVPEILIQEIYTLLTHQEIRSIQDDLANFTDYIYQMRLPLVPRNTVSKSIKNNIRLSELLSNPNVLSNELKIEFLILLQMLQRKLSRKLNPGWFDVKPTVGEITIDRLPAHSYKRRYKSRGSKEKAAQPLSKSDNDGNARKEIHVKQSGNPCENTENL. Result: 0 (no interaction). (3) The miRNA is mmu-miR-3070-2-3p with sequence UGGUGCUAUGGUCAGGGGUAGA. The protein sequence of the target gene is MSSTSSKRAPTTATQRLKQDYLRIKKDPVPYICAEPLPSNILEWHYVVRGPEMTPYEGGYYHGKLIFPREFPFKPPSIYMITPNGRFKCNTRLCLSITDFHPDTWNPAWSVSTILTGLLSFMVEKGPTLGSIETSDFTKRQLAVQSLAFNLKDKVFCELFPEVVEEIKQKQKAQDELSSRPQTLPLPDVVPDGETHLVQNGIQLLNGHAPGAVPNLAGLQQANRHHGLLGGALANLFVIVGFAAFAYTVKYVLRSIAQE. Result: 0 (no interaction). (4) Result: 1 (interaction). The protein sequence of the target gene is MFRIEGLAPKLDPEEMKRKMREDVISSIRNFLIYVALLRVTPFILKKLDSI. The miRNA is hsa-miR-30c-5p with sequence UGUAAACAUCCUACACUCUCAGC. (5) The miRNA is mmu-miR-196b-5p with sequence UAGGUAGUUUCCUGUUGUUGGG. The protein sequence of the target gene is MESVVRRCPFLSRVPQAFLQKAGKSLLFYAQNCPKMMEVGAKPAPRALSTAAVHYQQIKETPPASEKDKTAKAKVQQTPDGSQQSPDGTQLPSGHPLPATSQGTASKCPFLAAQMNQRGSSVFCKASLELQEDVQEMNAVRKEVAETSAGPSVVSVKTDGGDPSGLLKNFQDIMQKQRPERVSHLLQDNLPKSVSTFQYDRFFEKKIDEKKNDHTYRVFKTVNRRAHIFPMADDYSDSLITKKQVSVWCSNDYLGMSRHPRVCGAVMDTLKQHGAGAGGTRNISGTSKFHVDLERELADL.... Result: 0 (no interaction). (6) The miRNA is hsa-miR-4708-3p with sequence AGCAAGGCGGCAUCUCUCUGAU. The protein sequence of the target gene is MEPRAADGCFLGDVGFWVERTPVHEAAQRGESLQLQQLIESGACVNQVTVDSITPLHAASLQGQARCVQLLLAAGAQVDARNIDGSTPLCDACASGSIECVKLLLSYGAKVNPPLYTASPLHEACMSGSSECVRLLIDVGANLEAHDCHFGTPLHVACAREHLDCVKVLLNAGANVNAAKLHETALHHAAKVKNVDLIEMLIEFGGNIYARDNRGKKPSDYTWSSSAPAKCFEYYEKTPLTLSQLCRVNLRKATGVRGLEKIAKLNIPPRLIDYLSYN. Result: 0 (no interaction). (7) The protein sequence of the target gene is MEQAVHGESKRGQVTGTHLTNDISKAKKCTVIGGSGFLGQHMVEQLLERGYTVNVFDIHQGFDNPRVQFFIGDLCNQQDLYPALKGVSTVFHCASPPPYSNNKELFYRVNFIGTKTVIETCREAGVQKLILTSSASVVFEGVDIKNGTEDLPYAMKPIDYYTETKILQERAVLDANDPKKNFLTAAIRPHGIFGPRDPQLVPILIDAARKGKMKFMIGNGENLVDFTFVENVVHGHILAAEHLSQDAALGGKAFHITNDEPIPFWTFLSRILTGLNYEAPKYHIPYWMAYYLAFLLSLLV.... The miRNA is mmu-miR-124-3p with sequence UAAGGCACGCGGUGAAUGCC. Result: 1 (interaction).